The task is: Predict the reaction yield, written as a fraction of the theoretical maximum amount of product (1.0 means a 100% yield; for example, 0.34 means a 34% yield).. This data is from Reaction yield outcomes from USPTO patents with 853,638 reactions. The reactants are [Br:1][C:2]1[CH:7]=[CH:6][C:5]([S:8](Cl)(=[O:10])=[O:9])=[CH:4][CH:3]=1.[NH2:12][C:13]1[CH:14]=[N:15][N:16]([CH3:19])[C:17]=1[CH3:18]. The catalyst is N1C=CC=CC=1. The product is [Br:1][C:2]1[CH:7]=[CH:6][C:5]([S:8]([NH:12][C:13]2[CH:14]=[N:15][N:16]([CH3:19])[C:17]=2[CH3:18])(=[O:10])=[O:9])=[CH:4][CH:3]=1. The yield is 0.710.